From a dataset of Catalyst prediction with 721,799 reactions and 888 catalyst types from USPTO. Predict which catalyst facilitates the given reaction. (1) Reactant: [N:1]([CH2:4][C:5]1[C:10]2[N:11]=[CH:12][S:13][C:9]=2[CH:8]=[CH:7][CH:6]=1)=[N+]=[N-].N#N. Product: [NH2:1][CH2:4][C:5]1[C:10]2[N:11]=[CH:12][S:13][C:9]=2[CH:8]=[CH:7][CH:6]=1. The catalyst class is: 105. (2) Product: [Cl:1][C:2]1[CH:3]=[C:4]([CH:24]([CH2:36][CH:32]2[CH2:35][CH2:34][CH2:33]2)[C:25]([O:27][CH2:28][CH3:29])=[O:26])[CH:5]=[C:6]([C:14]2[CH:15]=[CH:16][C:17]([C:20]([F:21])([F:22])[F:23])=[CH:18][CH:19]=2)[C:7]=1[O:8][CH2:9][C:10]([F:13])([F:12])[F:11]. Reactant: [Cl:1][C:2]1[CH:3]=[C:4]([CH2:24][C:25]([O:27][CH2:28][CH3:29])=[O:26])[CH:5]=[C:6]([C:14]2[CH:19]=[CH:18][C:17]([C:20]([F:23])([F:22])[F:21])=[CH:16][CH:15]=2)[C:7]=1[O:8][CH2:9][C:10]([F:13])([F:12])[F:11].[H-].[Na+].[CH:32]1([CH2:36]Br)[CH2:35][CH2:34][CH2:33]1.[NH4+].[Cl-]. The catalyst class is: 3. (3) Reactant: [CH:1]1([C:4]([C:7]2[CH:12]=[CH:11][CH:10]=[CH:9][C:8]=2[OH:13])([OH:6])[CH3:5])[CH2:3][CH2:2]1.C(NC(C)C)(C)C.[Br:21]N1C(=O)CCC1=O. Product: [Br:21][C:9]1[CH:10]=[CH:11][CH:12]=[C:7]([C:4]([CH:1]2[CH2:3][CH2:2]2)([OH:6])[CH3:5])[C:8]=1[OH:13]. The catalyst class is: 4. (4) Reactant: [F:1][C:2]1[CH:12]=[CH:11][C:5]([C:6]([N:8]([CH3:10])[CH3:9])=[O:7])=[CH:4][C:3]=1[N+:13]([O-])=O. Product: [NH2:13][C:3]1[CH:4]=[C:5]([CH:11]=[CH:12][C:2]=1[F:1])[C:6]([N:8]([CH3:9])[CH3:10])=[O:7]. The catalyst class is: 180. (5) Product: [NH:6]1[CH:10]=[C:9]([C:11]2[CH:34]=[CH:33][C:14]3[N:15]([C:18]4[CH:19]=[C:20]([NH:24][C:25]([NH:27][CH2:28][C:29]([F:32])([F:31])[F:30])=[O:26])[CH:21]=[CH:22][CH:23]=4)[CH:16]=[N:17][C:13]=3[CH:12]=2)[CH:8]=[N:7]1.[ClH:35]. Reactant: C(OC([N:6]1[CH:10]=[C:9]([C:11]2[CH:34]=[CH:33][C:14]3[N:15]([C:18]4[CH:19]=[C:20]([NH:24][C:25]([NH:27][CH2:28][C:29]([F:32])([F:31])[F:30])=[O:26])[CH:21]=[CH:22][CH:23]=4)[CH:16]=[N:17][C:13]=3[CH:12]=2)[CH:8]=[N:7]1)C)C.[ClH:35].O. The catalyst class is: 7. (6) Reactant: [OH-].[Li+].C([O:6][C:7]1[CH:8]=[C:9]2[C:13](=[CH:14][C:15]=1[CH3:16])[N:12](C(=O)C)[N:11]=[CH:10]2)(=O)C.S([O-])(O)(=O)=O.[K+].O. Product: [CH3:16][C:15]1[CH:14]=[C:13]2[C:9]([CH:10]=[N:11][NH:12]2)=[CH:8][C:7]=1[OH:6]. The catalyst class is: 111. (7) Reactant: [CH:1]1([C:4](Cl)=[O:5])[CH2:3][CH2:2]1.[Br:7][C:8]1[CH:13]=[CH:12][N:11]=[C:10]([NH2:14])[CH:9]=1.O. Product: [Br:7][C:8]1[CH:13]=[CH:12][N:11]=[C:10]([NH:14][C:4]([CH:1]2[CH2:3][CH2:2]2)=[O:5])[CH:9]=1. The catalyst class is: 1.